This data is from Full USPTO retrosynthesis dataset with 1.9M reactions from patents (1976-2016). The task is: Predict the reactants needed to synthesize the given product. (1) Given the product [O:13]1[C:14]2([CH2:19][CH2:18][C:17]([C:5]3[C:4]4[C:8](=[CH:9][CH:10]=[C:2]([F:1])[CH:3]=4)[NH:7][CH:6]=3)=[CH:16][CH2:15]2)[O:21][CH2:11][CH2:12]1, predict the reactants needed to synthesize it. The reactants are: [F:1][C:2]1[CH:3]=[C:4]2[C:8](=[CH:9][CH:10]=1)[NH:7][CH:6]=[CH:5]2.[CH2:11]1[O:21][C:14]2([CH2:19][CH2:18][C:17](=O)[CH2:16][CH2:15]2)[O:13][CH2:12]1.[OH-].[K+]. (2) Given the product [F:31][C:30]([F:33])([F:32])[S:27]([O:1][C:2]1[CH:3]=[CH:4][C:5]([CH:8]2[CH2:19][CH2:18][C:11]3([CH2:13][CH:12]3[C:14]([O:16][CH3:17])=[O:15])[CH2:10][CH2:9]2)=[CH:6][CH:7]=1)(=[O:29])=[O:28], predict the reactants needed to synthesize it. The reactants are: [OH:1][C:2]1[CH:7]=[CH:6][C:5]([CH:8]2[CH2:19][CH2:18][C:11]3([CH2:13][CH:12]3[C:14]([O:16][CH3:17])=[O:15])[CH2:10][CH2:9]2)=[CH:4][CH:3]=1.C(N(CC)CC)C.[S:27](O[S:27]([C:30]([F:33])([F:32])[F:31])(=[O:29])=[O:28])([C:30]([F:33])([F:32])[F:31])(=[O:29])=[O:28]. (3) Given the product [Cl:24][C:25]1[CH:32]=[CH:31][C:28]([CH2:29][N:2]2[CH2:3][CH:4]3[CH:7]([NH:8][C:9]4[CH:10]=[C:11]5[C:15](=[CH:16][CH:17]=4)[NH:14][N:13]=[CH:12]5)[CH:1]2[CH2:6][CH2:5]3)=[CH:27][CH:26]=1, predict the reactants needed to synthesize it. The reactants are: [CH:1]12[CH:7]([NH:8][C:9]3[CH:10]=[C:11]4[C:15](=[CH:16][CH:17]=3)[N:14](C(=O)C(C)(C)C)[N:13]=[CH:12]4)[CH:4]([CH2:5][CH2:6]1)[CH2:3][NH:2]2.[Cl:24][C:25]1[CH:32]=[CH:31][C:28]([CH:29]=O)=[CH:27][CH:26]=1. (4) The reactants are: O.O.O.O.O.S(O)(O)(=O)=O.[CH:11]1[C:27]2[CH2:26][C@H:25]3[N:28]([CH2:30][CH2:31][C@@:17]45[C@H:24]3[CH:23]=[CH:22][C@H:20]([OH:21])[C@@H:18]4[O:19][C:15]([C:16]=25)=[C:13]([OH:14])[CH:12]=1)[CH3:29].C1C=CC(N[S:39]([C:42]([F:45])([F:44])[F:43])(=[O:41])=[O:40])=CC=1.C(N(CC)CC)C. Given the product [F:43][C:42]([F:45])([F:44])[S:39]([C:13]1([OH:14])[C:15]2[O:19][C@@H:18]3[C@@:17]45[CH2:31][CH2:30][N:28]([CH3:29])[C@@H:25]([C@@H:24]4[CH:23]=[CH:22][C@@H:20]3[OH:21])[CH2:26][C:27]([C:16]5=2)=[CH:11][CH2:12]1)(=[O:41])=[O:40], predict the reactants needed to synthesize it. (5) The reactants are: [C:1]([O:5][C:6](=[O:17])[NH:7][CH2:8][C:9]1[CH:14]=[CH:13][C:12]([CH:15]=O)=[CH:11][CH:10]=1)([CH3:4])([CH3:3])[CH3:2].[CH2:18]([O:25][C:26](=[O:33])[NH:27][CH2:28][CH2:29][CH2:30][CH2:31][NH2:32])[C:19]1[CH:24]=[CH:23][CH:22]=[CH:21][CH:20]=1.C(OC)(OC)OC.[BH4-].[Na+]. Given the product [CH2:18]([O:25][C:26](=[O:33])[NH:27][CH2:28][CH2:29][CH2:30][CH2:31][NH:32][CH2:15][C:12]1[CH:13]=[CH:14][C:9]([CH2:8][NH:7][C:6]([O:5][C:1]([CH3:4])([CH3:3])[CH3:2])=[O:17])=[CH:10][CH:11]=1)[C:19]1[CH:24]=[CH:23][CH:22]=[CH:21][CH:20]=1, predict the reactants needed to synthesize it. (6) The reactants are: C([SiH](CC)CC)C.FC(F)(F)S(O[C:14]1[C:19]([N:20]2[CH:24]=[C:23]([CH3:25])[N:22]=[CH:21]2)=[CH:18][CH:17]=[C:16](/[CH:26]=[CH:27]/[C:28]2[N:46]=[C:31]3[CH:32]([C:36]4[CH:41]=[CH:40][CH:39]=[CH:38][C:37]=4[C:42]([F:45])([F:44])[F:43])[CH2:33][CH2:34][CH2:35][N:30]3[N:29]=2)[N:15]=1)(=O)=O. Given the product [CH3:25][C:23]1[N:22]=[CH:21][N:20]([C:19]2[CH:18]=[CH:17][C:16](/[CH:26]=[CH:27]/[C:28]3[N:46]=[C:31]4[CH:32]([C:36]5[CH:41]=[CH:40][CH:39]=[CH:38][C:37]=5[C:42]([F:44])([F:45])[F:43])[CH2:33][CH2:34][CH2:35][N:30]4[N:29]=3)=[N:15][CH:14]=2)[CH:24]=1, predict the reactants needed to synthesize it. (7) Given the product [O:13]1[CH2:17][CH2:16][CH2:15][CH:14]1[CH2:18][NH:19][C:2]1[C:3]2[N:4]([CH:10]=[CH:11][CH:12]=2)[N:5]=[CH:6][C:7]=1[C:8]#[N:9], predict the reactants needed to synthesize it. The reactants are: Cl[C:2]1[C:3]2[N:4]([CH:10]=[CH:11][CH:12]=2)[N:5]=[CH:6][C:7]=1[C:8]#[N:9].[O:13]1[CH2:17][CH2:16][CH2:15][CH:14]1[CH2:18][NH2:19].CCN(C(C)C)C(C)C.